Dataset: Full USPTO retrosynthesis dataset with 1.9M reactions from patents (1976-2016). Task: Predict the reactants needed to synthesize the given product. (1) The reactants are: [CH3:1][CH2:2][CH2:3][CH2:4][CH2:5][CH:6]1[O:12]C(=O)C[CH2:8][CH2:7]1.[CH3:13][O-].[Na+].[C:16]([OH:19])(=[O:18])[CH3:17]. Given the product [OH:12][CH:6]([CH2:5][CH2:4][CH2:3][CH2:2][CH3:1])[CH2:7][CH2:8][CH2:17][C:16]([O:19][CH3:13])=[O:18], predict the reactants needed to synthesize it. (2) Given the product [C:1]([O:5][CH:6]([C:11]1[C:12]([C:21]2[CH:26]=[CH:25][C:24]([CH3:27])=[CH:23][CH:22]=2)=[C:13]2[CH:20]=[CH:19][N:18]([CH2:29][C:30]3[CH:35]=[CH:34][C:33]([F:36])=[CH:32][C:31]=3[CH3:37])[C:14]2=[N:15][C:16]=1[CH3:17])[C:7]([OH:9])=[O:8])([CH3:3])([CH3:4])[CH3:2], predict the reactants needed to synthesize it. The reactants are: [C:1]([O:5][CH:6]([C:11]1[C:12]([C:21]2[CH:26]=[CH:25][C:24]([CH3:27])=[CH:23][CH:22]=2)=[C:13]2[CH:20]=[CH:19][NH:18][C:14]2=[N:15][C:16]=1[CH3:17])[C:7]([O:9]C)=[O:8])([CH3:4])([CH3:3])[CH3:2].Br[CH2:29][C:30]1[CH:35]=[CH:34][C:33]([F:36])=[CH:32][C:31]=1[CH3:37]. (3) Given the product [Cl:1][C:2]1[CH:3]=[C:4]2[C:8](=[CH:9][C:10]=1[Cl:11])[NH:7][C:6](/[CH:12]=[CH:13]/[CH:14]=[O:15])=[CH:5]2, predict the reactants needed to synthesize it. The reactants are: [Cl:1][C:2]1[CH:3]=[C:4]2[C:8](=[CH:9][C:10]=1[Cl:11])[NH:7][C:6]([CH:12]=[CH:13][CH2:14][OH:15])=[CH:5]2.C(OCC)C.[Na+].[Cl-]. (4) Given the product [NH2:1][C:2]1[CH:3]=[N:4][CH:5]=[CH:6][C:7]=1[CH2:8][N:10]([CH2:11][CH2:12][N:13]1[CH2:17][CH2:16][NH:15][C:14]1=[O:18])[C:48](=[O:49])[O:47][C:43]([CH3:46])([CH3:45])[CH3:44], predict the reactants needed to synthesize it. The reactants are: [NH2:1][C:2]1[CH:3]=[N:4][CH:5]=[CH:6][C:7]=1[CH:8]=O.[NH2:10][CH2:11][CH2:12][N:13]1[CH2:17][CH2:16][NH:15][C:14]1=[O:18].CC(O)=O.[BH-](OC(C)=O)(OC(C)=O)OC(C)=O.[Na+].C([O-])([O-])=O.[Na+].[Na+].[C:43]([O:47][C:48](O[C:48]([O:47][C:43]([CH3:46])([CH3:45])[CH3:44])=[O:49])=[O:49])([CH3:46])([CH3:45])[CH3:44].